This data is from Catalyst prediction with 721,799 reactions and 888 catalyst types from USPTO. The task is: Predict which catalyst facilitates the given reaction. (1) Reactant: [CH2:1]([O:3][C:4]([C:6]1[CH:10]=[C:9]([C:11]2[CH:12]=[N:13][N:14](C(C3C=CC=CC=3)(C3C=CC=CC=3)C3C=CC=CC=3)[CH:15]=2)[N:8]([C:35]2[CH:36]=[N:37][C:38]([O:41][CH3:42])=[CH:39][CH:40]=2)[N:7]=1)=[O:5])[CH3:2].FC(F)(F)C(O)=O.C(=O)([O-])O.[Na+].C(Cl)(Cl)Cl. Product: [CH2:1]([O:3][C:4]([C:6]1[CH:10]=[C:9]([C:11]2[CH:15]=[N:14][NH:13][CH:12]=2)[N:8]([C:35]2[CH:36]=[N:37][C:38]([O:41][CH3:42])=[CH:39][CH:40]=2)[N:7]=1)=[O:5])[CH3:2]. The catalyst class is: 4. (2) Reactant: Br[CH2:2][C:3]1[CH:4]=[N:5][C:6]2[C:11]([CH:12]=1)=[CH:10][CH:9]=[CH:8][CH:7]=2.[CH3:13][C:14]1[N:19]=[C:18]([SH:20])[N:17]=[C:16]([OH:21])[CH:15]=1.C(N(CC)CC)C. Product: [CH3:13][C:14]1[N:19]=[C:18]([S:20][CH2:2][C:3]2[CH:4]=[N:5][C:6]3[C:11]([CH:12]=2)=[CH:10][CH:9]=[CH:8][CH:7]=3)[N:17]=[C:16]([OH:21])[CH:15]=1. The catalyst class is: 8. (3) Reactant: [CH:1]1([CH2:7][N:8]2[C:16]3[C:11](=[CH:12][CH:13]=[CH:14][C:15]=3[O:17][CH3:18])[C:10]([C:19]([OH:21])=O)=[CH:9]2)[CH2:6][CH2:5][CH2:4][CH2:3][CH2:2]1.C(Cl)(=O)C(Cl)=O.[Cu][C:29]#[N:30].C1(C)C=CC=CC=1. Product: [CH:1]1([CH2:7][N:8]2[C:16]3[C:11](=[CH:12][CH:13]=[CH:14][C:15]=3[O:17][CH3:18])[C:10]([C:19](=[O:21])[C:29]#[N:30])=[CH:9]2)[CH2:2][CH2:3][CH2:4][CH2:5][CH2:6]1. The catalyst class is: 545. (4) Reactant: [CH3:1][C:2]1[N:3]=[C:4]2[C:13]3[CH2:12][CH:11]([C:14]4[CH:19]=[CH:18][CH:17]=[CH:16][CH:15]=4)[CH2:10][CH2:9][C:8]=3[C:7]([C:20]([OH:22])=O)=[CH:6][N:5]2[C:23]=1[CH3:24].[CH3:25][N:26](C(ON1N=NC2C=CC=CC1=2)=[N+](C)C)C.[B-](F)(F)(F)F.CN.[Cl-].[NH4+]. Product: [CH3:25][NH:26][C:20]([C:7]1[C:8]2[CH2:9][CH2:10][CH:11]([C:14]3[CH:19]=[CH:18][CH:17]=[CH:16][CH:15]=3)[CH2:12][C:13]=2[C:4]2=[N:3][C:2]([CH3:1])=[C:23]([CH3:24])[N:5]2[CH:6]=1)=[O:22]. The catalyst class is: 410. (5) Reactant: [F:1][C:2]([F:28])([F:27])[S:3]([N:6](S(C(F)(F)F)(=O)=O)[C:7]1[CH:19]=[CH:18][C:10]2[S:11][C:12]([C:14]([O:16]C)=[O:15])=[CH:13][C:9]=2[CH:8]=1)(=[O:5])=[O:4].O.[OH-].[Li+].O. Product: [F:28][C:2]([F:1])([F:27])[S:3]([NH:6][C:7]1[CH:19]=[CH:18][C:10]2[S:11][C:12]([C:14]([OH:16])=[O:15])=[CH:13][C:9]=2[CH:8]=1)(=[O:5])=[O:4]. The catalyst class is: 5. (6) Reactant: [CH3:1][N:2]1[C:10]2[C:5](=[CH:6][CH:7]=[C:8]([C:11]([O-])=[O:12])[CH:9]=2)[C:4]([N:14]2[CH2:19][CH2:18][N:17]([CH3:20])[CH2:16][CH2:15]2)=[N:3]1.[Li+].C(Cl)CCl.C1C=CC2N(O)N=NC=2C=1.CCN(CC)CC.[CH3:43][O:44][C:45]1[CH:52]=[CH:51][C:48]([CH2:49][NH2:50])=[CH:47][CH:46]=1. Product: [CH3:43][O:44][C:45]1[CH:52]=[CH:51][C:48]([CH2:49][NH:50][C:11]([C:8]2[CH:9]=[C:10]3[C:5]([C:4]([N:14]4[CH2:19][CH2:18][N:17]([CH3:20])[CH2:16][CH2:15]4)=[N:3][N:2]3[CH3:1])=[CH:6][CH:7]=2)=[O:12])=[CH:47][CH:46]=1. The catalyst class is: 39.